Dataset: Forward reaction prediction with 1.9M reactions from USPTO patents (1976-2016). Task: Predict the product of the given reaction. Given the reactants [CH2:1]([N:3]1[CH:7]=[C:6]([NH:8][C:9](=[O:34])[CH2:10][C:11]2[CH:16]=[CH:15][C:14]([O:17][C:18]3[C:27]4[C:22](=[CH:23][CH:24]=[C:25]([C:28]([O:30]C)=[O:29])[CH:26]=4)[N:21]=[CH:20][CH:19]=3)=[CH:13][C:12]=2[O:32][CH3:33])[CH:5]=[N:4]1)[CH3:2].[OH-].[Li+], predict the reaction product. The product is: [CH2:1]([N:3]1[CH:7]=[C:6]([NH:8][C:9](=[O:34])[CH2:10][C:11]2[CH:16]=[CH:15][C:14]([O:17][C:18]3[C:27]4[C:22](=[CH:23][CH:24]=[C:25]([C:28]([OH:30])=[O:29])[CH:26]=4)[N:21]=[CH:20][CH:19]=3)=[CH:13][C:12]=2[O:32][CH3:33])[CH:5]=[N:4]1)[CH3:2].